Dataset: Full USPTO retrosynthesis dataset with 1.9M reactions from patents (1976-2016). Task: Predict the reactants needed to synthesize the given product. (1) Given the product [C:16]([O:20][C:21]([N:23]1[CH2:28][CH2:27][CH:26]([CH:29]([C:7]2[CH:6]=[CH:5][N:4]=[CH:3][C:2]=2[Br:1])[OH:30])[CH2:25][CH2:24]1)=[O:22])([CH3:19])([CH3:18])[CH3:17], predict the reactants needed to synthesize it. The reactants are: [Br:1][C:2]1[CH:3]=[N:4][CH:5]=[CH:6][CH:7]=1.[Li+].CC([N-]C(C)C)C.[C:16]([O:20][C:21]([N:23]1[CH2:28][CH2:27][CH:26]([CH:29]=[O:30])[CH2:25][CH2:24]1)=[O:22])([CH3:19])([CH3:18])[CH3:17]. (2) Given the product [Cl:32][C:31]1[C:26]([N:21]2[CH2:20][CH2:19][C:15]3[N:16]=[CH:17][N:18]=[C:13]([NH:12][C:9]4[CH:10]=[CH:11][C:6]([S:3]([C:2]([F:1])([F:23])[F:24])(=[O:4])=[O:5])=[CH:7][CH:8]=4)[C:14]=3[CH2:22]2)=[N:27][CH:28]=[CH:29][CH:30]=1, predict the reactants needed to synthesize it. The reactants are: [F:1][C:2]([F:24])([F:23])[S:3]([C:6]1[CH:11]=[CH:10][C:9]([NH:12][C:13]2[C:14]3[CH2:22][NH:21][CH2:20][CH2:19][C:15]=3[N:16]=[CH:17][N:18]=2)=[CH:8][CH:7]=1)(=[O:5])=[O:4].Cl[C:26]1[C:31]([Cl:32])=[CH:30][CH:29]=[CH:28][N:27]=1.C(N(CC)C(C)C)(C)C. (3) The reactants are: C1C=CC(P(C2C=CC3C(=CC=CC=3)C=2C2C3C(=CC=CC=3)C=CC=2P(C2C=CC=CC=2)C2C=CC=CC=2)C2C=CC=CC=2)=CC=1.[CH2:47]([NH:51][CH2:52][C:53]1[CH:64]=[CH:63][C:56]([O:57][CH2:58][C:59]([O:61][CH3:62])=[O:60])=[C:55]([CH3:65])[CH:54]=1)[CH2:48][CH2:49][CH3:50].Br[C:67]1[CH:72]=[CH:71][CH:70]=[C:69]([C:73]2[CH:78]=[CH:77][C:76]([C:79]([F:82])([F:81])[F:80])=[CH:75][CH:74]=2)[N:68]=1.C(=O)([O-])[O-].[Cs+].[Cs+]. Given the product [CH2:47]([N:51]([CH2:52][C:53]1[CH:64]=[CH:63][C:56]([O:57][CH2:58][C:59]([O:61][CH3:62])=[O:60])=[C:55]([CH3:65])[CH:54]=1)[C:67]1[CH:72]=[CH:71][CH:70]=[C:69]([C:73]2[CH:78]=[CH:77][C:76]([C:79]([F:80])([F:82])[F:81])=[CH:75][CH:74]=2)[N:68]=1)[CH2:48][CH2:49][CH3:50], predict the reactants needed to synthesize it. (4) Given the product [N+:1]([C:4]1[CH:5]=[CH:6][C:7]([O:8][CH2:9][C:10]([NH:15][C:16]2[CH:17]=[C:18]([CH:22]=[CH:23][N:24]=2)[C:19]([NH2:21])=[O:20])=[O:12])=[CH:13][CH:14]=1)([O-:3])=[O:2], predict the reactants needed to synthesize it. The reactants are: [N+:1]([C:4]1[CH:14]=[CH:13][C:7]([O:8][CH2:9][C:10]([OH:12])=O)=[CH:6][CH:5]=1)([O-:3])=[O:2].[NH2:15][C:16]1[CH:17]=[C:18]([CH:22]=[CH:23][N:24]=1)[C:19]([NH2:21])=[O:20].C1CN([P+](ON2N=NC3C=CC=CC2=3)(N2CCCC2)N2CCCC2)CC1.F[P-](F)(F)(F)(F)F.CO. (5) Given the product [NH2:8][C:9]1[C:14]([NH2:15])=[CH:13][C:12]([S:23][S:24]([C:27]2[CH:32]=[CH:31][C:30]([CH3:33])=[CH:29][CH:28]=2)(=[O:26])=[O:25])=[C:11]([C:34]([CH3:37])([CH3:36])[CH3:35])[CH:10]=1, predict the reactants needed to synthesize it. The reactants are: C(OC([NH:8][C:9]1[C:14]([NH:15]C(OC(C)(C)C)=O)=[CH:13][C:12]([S:23][S:24]([C:27]2[CH:32]=[CH:31][C:30]([CH3:33])=[CH:29][CH:28]=2)(=[O:26])=[O:25])=[C:11]([C:34]([CH3:37])([CH3:36])[CH3:35])[CH:10]=1)=O)(C)(C)C.Cl. (6) Given the product [CH3:3][C:1]([C:4]1[CH:9]=[CH:8][CH:7]=[CH:6][CH:5]=1)=[CH2:2], predict the reactants needed to synthesize it. The reactants are: [C:1](OO[C:1]([C:4]1[CH:9]=[CH:8][CH:7]=[CH:6][CH:5]=1)([CH3:3])[CH3:2])([C:4]1[CH:9]=[CH:8][CH:7]=[CH:6][CH:5]=1)([CH3:3])[CH3:2].CC(C)(C1C=CC=CC=1)O.